Task: Predict the reactants needed to synthesize the given product.. Dataset: Full USPTO retrosynthesis dataset with 1.9M reactions from patents (1976-2016) (1) Given the product [CH:18]1([NH:17][C:15](=[O:16])[C:14]2[CH:21]=[CH:22][C:11]([C:8]3[N:6]4[CH:7]=[C:2]([N:29]5[CH2:30][CH2:31][CH2:32][CH2:33][S:28]5(=[O:35])=[O:34])[N:3]=[C:4]([NH:23][CH2:24][CH:25]([CH3:27])[CH3:26])[C:5]4=[N:10][CH:9]=3)=[CH:12][CH:13]=2)[CH2:20][CH2:19]1, predict the reactants needed to synthesize it. The reactants are: Br[C:2]1[N:3]=[C:4]([NH:23][CH2:24][CH:25]([CH3:27])[CH3:26])[C:5]2[N:6]([C:8]([C:11]3[CH:22]=[CH:21][C:14]([C:15]([NH:17][CH:18]4[CH2:20][CH2:19]4)=[O:16])=[CH:13][CH:12]=3)=[CH:9][N:10]=2)[CH:7]=1.[S:28]1(=[O:35])(=[O:34])[CH2:33][CH2:32][CH2:31][CH2:30][NH:29]1.N1C=CC=CC=1C1C=CC=CN=1. (2) Given the product [NH2:25][C:26]1[C:27]([C:36]([NH:46][C@@H:47]([CH:52]2[CH2:56][CH2:55][CH2:54][CH2:53]2)[C:48]([O:50][CH3:51])=[O:49])=[O:38])=[CH:28][C:29]2[C:34]([CH:35]=1)=[CH:33][CH:32]=[CH:31][CH:30]=2, predict the reactants needed to synthesize it. The reactants are: CN(C(ON1N=NC2C=CC=NC1=2)=[N+](C)C)C.F[P-](F)(F)(F)(F)F.[NH2:25][C:26]1[C:27]([C:36]([OH:38])=O)=[CH:28][C:29]2[C:34]([CH:35]=1)=[CH:33][CH:32]=[CH:31][CH:30]=2.FC(F)(F)C(O)=O.[NH2:46][C@@H:47]([CH:52]1[CH2:56][CH2:55][CH2:54][CH2:53]1)[C:48]([O:50][CH3:51])=[O:49].C(N(CC)C(C)C)(C)C.C([O-])(O)=O.[Na+]. (3) Given the product [N:12]1[C:21]2[CH:20]([NH:1][CH2:2][CH2:3][NH:4][C:5](=[O:11])[O:6][C:7]([CH3:8])([CH3:10])[CH3:9])[CH2:19][CH2:18][CH2:17][C:16]=2[CH:15]=[CH:14][CH:13]=1, predict the reactants needed to synthesize it. The reactants are: [NH2:1][CH2:2][CH2:3][NH:4][C:5](=[O:11])[O:6][C:7]([CH3:10])([CH3:9])[CH3:8].[N:12]1[C:21]2[C:20](=O)[CH2:19][CH2:18][CH2:17][C:16]=2[CH:15]=[CH:14][CH:13]=1.C(O)(=O)C.C(O[BH-](OC(=O)C)OC(=O)C)(=O)C.[Na+].C(=O)([O-])[O-].[Na+].[Na+]. (4) Given the product [NH2:8][CH2:9][CH2:10][NH:11][C:12]([C:14]1[CH:52]=[CH:51][CH:50]=[CH:49][C:15]=1[C:16]([NH:18][C@H:19]1[CH2:20][C:21]2[CH:33]=[CH:32][CH:31]=[C:23]([C:24]([OH:26])=[O:25])[C:22]=2[O:44][B:36]1[OH:37])=[O:17])=[O:13], predict the reactants needed to synthesize it. The reactants are: C(OC([NH:8][CH2:9][CH2:10][NH:11][C:12]([C:14]1[CH:52]=[CH:51][CH:50]=[CH:49][C:15]=1[C:16]([NH:18][C@H:19]([B:36]1[O:44]C2C(C)(C3CC(C2)C3(C)C)[O:37]1)[CH2:20][C:21]1[C:22](OC)=[C:23]([CH:31]=[CH:32][CH:33]=1)[C:24]([O:26]C(C)(C)C)=[O:25])=[O:17])=[O:13])=O)(C)(C)C.B(Cl)(Cl)Cl.